From a dataset of Reaction yield outcomes from USPTO patents with 853,638 reactions. Predict the reaction yield, written as a fraction of the theoretical maximum amount of product (1.0 means a 100% yield; for example, 0.34 means a 34% yield). The reactants are [CH3:1][O:2][CH2:3][C:4]1[CH:9]=[CH:8][C:7]([CH:10]([C:18]([O:20][C:21]([CH3:24])([CH3:23])[CH3:22])=[O:19])[C:11]([O:13][C:14]([CH3:17])([CH3:16])[CH3:15])=[O:12])=[C:6]([N+:25]([O-])=O)[CH:5]=1. The catalyst is [Pd].C(O)C. The product is [NH2:25][C:6]1[CH:5]=[C:4]([CH2:3][O:2][CH3:1])[CH:9]=[CH:8][C:7]=1[CH:10]([C:11]([O:13][C:14]([CH3:17])([CH3:16])[CH3:15])=[O:12])[C:18]([O:20][C:21]([CH3:22])([CH3:23])[CH3:24])=[O:19]. The yield is 0.960.